The task is: Predict the reactants needed to synthesize the given product.. This data is from Full USPTO retrosynthesis dataset with 1.9M reactions from patents (1976-2016). (1) Given the product [O:21]1[C:25]2[CH:26]=[CH:27][C:28]([C:6]3[C:5]4[C:9](=[CH:10][C:2]([F:1])=[CH:3][CH:4]=4)[N:8]([S:11]([C:14]4[CH:19]=[CH:18][CH:17]=[CH:16][CH:15]=4)(=[O:13])=[O:12])[CH:7]=3)=[CH:29][C:24]=2[CH:23]=[CH:22]1, predict the reactants needed to synthesize it. The reactants are: [F:1][C:2]1[CH:10]=[C:9]2[C:5]([C:6](I)=[CH:7][N:8]2[S:11]([C:14]2[CH:19]=[CH:18][CH:17]=[CH:16][CH:15]=2)(=[O:13])=[O:12])=[CH:4][CH:3]=1.[O:21]1[C:25]2[CH:26]=[CH:27][C:28](B(O)O)=[CH:29][C:24]=2[CH:23]=[CH:22]1. (2) Given the product [Br:1][C:2]1[CH:7]=[CH:6][C:5]([O:8][CH:15]([F:17])[F:16])=[C:4]([CH:9]2[CH2:11][CH2:10]2)[CH:3]=1, predict the reactants needed to synthesize it. The reactants are: [Br:1][C:2]1[CH:7]=[CH:6][C:5]([OH:8])=[C:4]([CH:9]2[CH2:11][CH2:10]2)[CH:3]=1.[OH-].[Na+].Cl[CH:15]([F:17])[F:16]. (3) Given the product [ClH:29].[ClH:29].[F:1][C:2]1[CH:11]=[C:10]2[C:5]([CH:6]=[CH:7][C:8]([CH3:12])=[N:9]2)=[C:4]([CH:16]2[CH2:17][CH2:18][N:13]([CH2:30][CH2:31][C:32]3[CH:33]=[CH:34][C:35]4[O:40][CH2:39][C:38](=[O:41])[NH:37][C:36]=4[CH:42]=3)[CH2:14][CH2:15]2)[CH:3]=1, predict the reactants needed to synthesize it. The reactants are: [F:1][C:2]1[CH:11]=[C:10]2[C:5]([CH:6]=[CH:7][C:8]([CH3:12])=[N:9]2)=[CH:4][CH:3]=1.[NH:13]1[CH2:18][CH:17]=[C:16](C2C=CC=C3C=2C=CC=N3)[CH2:15][CH2:14]1.[Cl:29][CH2:30][CH2:31][C:32]1[CH:33]=[C:34](F)[C:35]2[O:40][CH2:39][C:38](=[O:41])[NH:37][C:36]=2[CH:42]=1. (4) Given the product [F:34][C:2]([F:1])([F:33])[C:3]1[CH:28]=[C:27]([C:29]([F:30])([F:32])[F:31])[CH:26]=[CH:25][C:4]=1[CH2:5][N:6]1[C:14]2[C:9](=[CH:10][C:11]([CH:15]=[C:16]3[S:20][C:19]([N:46]4[CH2:45][CH2:44][NH:43][C@H:42]([C:40]([NH:39][C:35]([CH3:38])([CH3:37])[CH3:36])=[O:41])[CH2:47]4)=[N:18][C:17]3=[O:24])=[CH:12][CH:13]=2)[CH:8]=[N:7]1, predict the reactants needed to synthesize it. The reactants are: [F:1][C:2]([F:34])([F:33])[C:3]1[CH:28]=[C:27]([C:29]([F:32])([F:31])[F:30])[CH:26]=[CH:25][C:4]=1[CH2:5][N:6]1[C:14]2[C:9](=[CH:10][C:11]([CH:15]=[C:16]3[S:20][C:19](SCC)=[N:18][C:17]3=[O:24])=[CH:12][CH:13]=2)[CH:8]=[N:7]1.[C:35]([NH:39][C:40]([C@@H:42]1[CH2:47][NH:46][CH2:45][CH2:44][NH:43]1)=[O:41])([CH3:38])([CH3:37])[CH3:36]. (5) Given the product [CH:19]1([CH2:22][C:23]([NH:31][C:10]([C:7]2[CH:6]=[C:5]([O:13][CH2:14][C:15]([F:18])([F:17])[F:16])[C:4]([CH:1]3[CH2:2][CH2:3]3)=[CH:9][N:8]=2)=[O:12])([CH3:30])[C:24]2[N:28]=[C:27]([CH3:29])[O:26][N:25]=2)[CH2:21][CH2:20]1, predict the reactants needed to synthesize it. The reactants are: [CH:1]1([C:4]2[C:5]([O:13][CH2:14][C:15]([F:18])([F:17])[F:16])=[CH:6][C:7]([C:10]([OH:12])=O)=[N:8][CH:9]=2)[CH2:3][CH2:2]1.[CH:19]1([CH2:22][C:23]([NH2:31])([CH3:30])[C:24]2[N:28]=[C:27]([CH3:29])[O:26][N:25]=2)[CH2:21][CH2:20]1.